From a dataset of Forward reaction prediction with 1.9M reactions from USPTO patents (1976-2016). Predict the product of the given reaction. (1) Given the reactants [Cl:1][C:2]1[CH:7]=[CH:6][C:5]([CH:8]2[CH2:12][NH:11][CH2:10][CH:9]2[N:13]([CH3:28])[C:14](=[O:27])[C:15]2[CH:20]=[CH:19][C:18]([O:21][CH3:22])=[C:17]([C:23]([F:26])([F:25])[F:24])[CH:16]=2)=[CH:4][CH:3]=1.[C:29]([C:31]1[CH:39]=[CH:38][C:34]([C:35](Cl)=[O:36])=[CH:33][CH:32]=1)#[N:30], predict the reaction product. The product is: [Cl:1][C:2]1[CH:3]=[CH:4][C:5]([CH:8]2[CH2:12][N:11]([C:35](=[O:36])[C:34]3[CH:38]=[CH:39][C:31]([C:29]#[N:30])=[CH:32][CH:33]=3)[CH2:10][CH:9]2[N:13]([CH3:28])[C:14](=[O:27])[C:15]2[CH:20]=[CH:19][C:18]([O:21][CH3:22])=[C:17]([C:23]([F:24])([F:25])[F:26])[CH:16]=2)=[CH:6][CH:7]=1. (2) Given the reactants C([NH:4][C:5]1[C:13](F)=[C:12]([Cl:15])[C:11]([C:16]([F:19])([F:18])[F:17])=[CH:10][C:6]=1[C:7]([OH:9])=O)(=O)C.Cl.[CH3:21]O, predict the reaction product. The product is: [NH2:4][C:5]1[CH:13]=[C:12]([Cl:15])[C:11]([C:16]([F:17])([F:18])[F:19])=[CH:10][C:6]=1[C:7](=[O:9])[CH3:21]. (3) The product is: [CH2:1]([O:3][C:4](=[O:5])[C:6]1[CH:11]=[CH:10][C:9]([N:12]2[CH2:13][CH2:14][CH:15]([C:18]#[N:20])[CH2:16][CH2:17]2)=[C:8]([F:21])[CH:7]=1)[CH3:2]. Given the reactants [CH2:1]([O:3][C:4]([C:6]1[CH:11]=[CH:10][C:9]([N:12]2[CH2:17][CH2:16][CH:15]([C:18]([NH2:20])=O)[CH2:14][CH2:13]2)=[C:8]([F:21])[CH:7]=1)=[O:5])[CH3:2], predict the reaction product. (4) Given the reactants [Cl:1][C:2]1[CH:7]=[CH:6][C:5]([C:8]2[C:14]3[CH:15]=[C:16]([OH:19])[CH:17]=[CH:18][C:13]=3[N:12]3[C:20]([CH3:23])=[N:21][N:22]=[C:11]3[C@H:10]([CH2:24][C:25]([NH:27][CH2:28][CH3:29])=[O:26])[N:9]=2)=[CH:4][CH:3]=1.C(=O)([O-])[O-].[K+].[K+].CS(O[CH2:41][CH2:42][O:43][CH2:44][CH2:45][O:46][CH2:47][CH2:48][O:49][CH2:50][CH2:51][O:52][CH2:53][CH2:54][O:55][CH2:56][CH2:57][O:58][CH2:59][CH2:60][O:61][CH2:62][CH2:63][O:64][CH2:65][CH2:66][NH:67][C:68](=[O:74])[O:69][C:70]([CH3:73])([CH3:72])[CH3:71])(=O)=O, predict the reaction product. The product is: [C:70]([O:69][C:68](=[O:74])[NH:67][CH2:66][CH2:65][O:64][CH2:63][CH2:62][O:61][CH2:60][CH2:59][O:58][CH2:57][CH2:56][O:55][CH2:54][CH2:53][O:52][CH2:51][CH2:50][O:49][CH2:48][CH2:47][O:46][CH2:45][CH2:44][O:43][CH2:42][CH2:41][O:19][C:16]1[CH:17]=[CH:18][C:13]2[N:12]3[C:20]([CH3:23])=[N:21][N:22]=[C:11]3[C@H:10]([CH2:24][C:25]([NH:27][CH2:28][CH3:29])=[O:26])[N:9]=[C:8]([C:5]3[CH:6]=[CH:7][C:2]([Cl:1])=[CH:3][CH:4]=3)[C:14]=2[CH:15]=1)([CH3:73])([CH3:72])[CH3:71]. (5) Given the reactants [Cl:1][C:2]1[N:3]=[C:4]([C:18]([C:20]2[S:21][CH:22]=[CH:23][CH:24]=2)=[O:19])[C:5]2[CH:10]=[CH:9][N:8](COC[Si](C)(C)C)[C:6]=2[N:7]=1.CCCC[N+](CCCC)(CCCC)CCCC.[F-], predict the reaction product. The product is: [Cl:1][C:2]1[N:3]=[C:4]([C:18]([C:20]2[S:21][CH:22]=[CH:23][CH:24]=2)=[O:19])[C:5]2[CH:10]=[CH:9][NH:8][C:6]=2[N:7]=1.